Dataset: hERG potassium channel inhibition data for cardiac toxicity prediction from Karim et al.. Task: Regression/Classification. Given a drug SMILES string, predict its toxicity properties. Task type varies by dataset: regression for continuous values (e.g., LD50, hERG inhibition percentage) or binary classification for toxic/non-toxic outcomes (e.g., AMES mutagenicity, cardiotoxicity, hepatotoxicity). Dataset: herg_karim. (1) The drug is CC(C)[C@H](CS(=O)(=O)c1ccc(-c2ccc(Br)cc2)cc1)C(=O)O. The result is 0 (non-blocker). (2) The drug is COc1c(OCCCN2CCOCC2)ccc2c3n(c(=NC(=O)c4cnc(N)nc4)nc12)CCN3. The result is 0 (non-blocker).